Dataset: Full USPTO retrosynthesis dataset with 1.9M reactions from patents (1976-2016). Task: Predict the reactants needed to synthesize the given product. (1) Given the product [OH:22][C:3]12[C:14]3[C:19](=[CH:18][CH:17]=[CH:16][CH:15]=3)[C:20](=[O:21])[C:2]1([NH:1][S:29]([C:23]1[CH:28]=[CH:27][CH:26]=[CH:25][CH:24]=1)(=[O:31])=[O:30])[C:6]1[CH:7]=[CH:8][C:9]([CH:11]([CH3:13])[CH3:12])=[CH:10][C:5]=1[O:4]2, predict the reactants needed to synthesize it. The reactants are: [NH2:1][C:2]12[C:20](=[O:21])[C:19]3[C:14](=[CH:15][CH:16]=[CH:17][CH:18]=3)[C:3]1([OH:22])[O:4][C:5]1[CH:10]=[C:9]([CH:11]([CH3:13])[CH3:12])[CH:8]=[CH:7][C:6]=12.[C:23]1([S:29](Cl)(=[O:31])=[O:30])[CH:28]=[CH:27][CH:26]=[CH:25][CH:24]=1.C([O-])([O-])=O.[K+].[K+].C1OCCOCCOCCOCCOCCOC1. (2) Given the product [Cl:21][C:22]1[CH:27]=[CH:26][C:25]([C:2]2[CH:3]=[CH:4][C:5]([CH3:20])=[C:6]([C:8]3[C:9](=[O:19])[NH:10][C:11]4([CH2:18][CH2:17][CH2:16][CH2:15][CH2:14]4)[C:12]=3[OH:13])[CH:7]=2)=[CH:24][C:23]=1[F:31], predict the reactants needed to synthesize it. The reactants are: Br[C:2]1[CH:3]=[CH:4][C:5]([CH3:20])=[C:6]([C:8]2[C:9](=[O:19])[NH:10][C:11]3([CH2:18][CH2:17][CH2:16][CH2:15][CH2:14]3)[C:12]=2[OH:13])[CH:7]=1.[Cl:21][C:22]1[CH:27]=[CH:26][C:25](B(O)O)=[CH:24][C:23]=1[F:31].C(=O)([O-])[O-].[Cs+].[Cs+].Cl.S([O-])([O-])(=O)=O.[Mg+2]. (3) Given the product [I:1][C:2]1[CH:7]=[CH:6][CH:5]=[C:4]([CH2:15][O:16][CH3:17])[CH:3]=1, predict the reactants needed to synthesize it. The reactants are: [I:1][C:2]1[CH:3]=[C:4](O)[CH:5]=[CH:6][CH:7]=1.C(=O)([O-])[O-].[K+].[K+].[CH3:15][O:16][CH2:17]Cl.O. (4) The reactants are: Cl[C:2]1[N:7]=[C:6]([NH2:8])[C:5]([F:9])=[CH:4][N:3]=1.[S:10]1[CH:14]=[CH:13][CH:12]=[C:11]1[CH2:15][OH:16].CC([O-])(C)C.[K+].Cl. Given the product [F:9][C:5]1[C:6]([NH2:8])=[N:7][C:2]([O:16][CH2:15][C:11]2[S:10][CH:14]=[CH:13][CH:12]=2)=[N:3][CH:4]=1, predict the reactants needed to synthesize it.